From a dataset of Full USPTO retrosynthesis dataset with 1.9M reactions from patents (1976-2016). Predict the reactants needed to synthesize the given product. Given the product [CH:1]12[CH:9]([C:10]3[CH:23]=[CH:22][C:13]([O:14][CH2:15][C@H:16]4[O:20][C:19]5=[N:21][C:48](=[O:47])[CH:49]=[C:50]([CH2:51][F:52])[N:18]5[CH2:17]4)=[CH:12][CH:11]=3)[CH:5]([CH2:4][CH2:3][CH2:2]1)[CH2:6][CH2:7][CH2:8]2, predict the reactants needed to synthesize it. The reactants are: [CH:1]12[CH:9]([C:10]3[CH:23]=[CH:22][C:13]([O:14][CH2:15][C@H:16]4[O:20][C:19]([NH2:21])=[N:18][CH2:17]4)=[CH:12][CH:11]=3)[CH:5]([CH2:6][CH2:7][CH2:8]1)[CH2:4][CH2:3][CH2:2]2.C12C(C3C=CC(O)=CC=3)C(CCC1)CCC2.C1O[C@H]1CCl.C([O:47][C:48](=O)[C:49]#[C:50][CH2:51][F:52])C.